From a dataset of Catalyst prediction with 721,799 reactions and 888 catalyst types from USPTO. Predict which catalyst facilitates the given reaction. Reactant: [NH2:1][C:2]1[O:3][C:4]([C:7]2[C:16]3[C:11](=[CH:12][CH:13]=[CH:14][CH:15]=3)[CH:10]=[CH:9][C:8]=2[OH:17])=[CH:5][N:6]=1.[H-].[Na+].Br[CH2:21][C:22]([O:24][CH3:25])=[O:23]. Product: [CH3:25][O:24][C:22](=[O:23])[CH2:21][O:17][C:8]1[CH:9]=[CH:10][C:11]2[C:16](=[CH:15][CH:14]=[CH:13][CH:12]=2)[C:7]=1[C:4]1[O:3][C:2]([NH2:1])=[N:6][CH:5]=1. The catalyst class is: 9.